Predict which catalyst facilitates the given reaction. From a dataset of Catalyst prediction with 721,799 reactions and 888 catalyst types from USPTO. (1) Reactant: [Si:1]([O:8][CH2:9][C@@H:10]([NH2:16])[CH2:11][C:12]([F:15])([F:14])[CH3:13])([C:4]([CH3:7])([CH3:6])[CH3:5])([CH3:3])[CH3:2].CO[CH:19](O)[C:20]([F:23])([F:22])[F:21]. Product: [Si:1]([O:8][CH2:9][C@@H:10](/[N:16]=[CH:19]/[C:20]([F:23])([F:22])[F:21])[CH2:11][C:12]([F:15])([F:14])[CH3:13])([C:4]([CH3:7])([CH3:6])[CH3:5])([CH3:3])[CH3:2]. The catalyst class is: 48. (2) Reactant: [CH3:1][O:2][C:3]1[CH:25]=[CH:24][C:6]2[N:7]=[C:8]([NH:10][C@H:11]3[CH2:16][CH2:15][CH2:14][N:13](C(OC(C)(C)C)=O)[CH2:12]3)[S:9][C:5]=2[CH:4]=1.Cl.O1CCOCC1. Product: [CH3:1][O:2][C:3]1[CH:25]=[CH:24][C:6]2[N:7]=[C:8]([NH:10][C@H:11]3[CH2:16][CH2:15][CH2:14][NH:13][CH2:12]3)[S:9][C:5]=2[CH:4]=1. The catalyst class is: 71. (3) Reactant: II.C1C=CC(P(C2C=CC=CC=2)C2C=CC=CC=2)=CC=1.C(N(CC)CC)C.[N:29]1[N:30]([C:34]2[CH:62]=[CH:61][CH:60]=[CH:59][C:35]=2[C:36]([N:38]2[C@H:43]([CH3:44])[CH2:42][CH2:41][C@@H:40]([C:45]([NH:47][CH:48]([C:54](=O)[CH:55]([F:57])[F:56])[C:49]([O:51][CH2:52][CH3:53])=[O:50])=[O:46])[CH2:39]2)=[O:37])[N:31]=[CH:32][CH:33]=1. Product: [N:31]1[N:30]([C:34]2[CH:62]=[CH:61][CH:60]=[CH:59][C:35]=2[C:36]([N:38]2[C@H:43]([CH3:44])[CH2:42][CH2:41][C@@H:40]([C:45]3[O:46][C:54]([CH:55]([F:56])[F:57])=[C:48]([C:49]([O:51][CH2:52][CH3:53])=[O:50])[N:47]=3)[CH2:39]2)=[O:37])[N:29]=[CH:33][CH:32]=1. The catalyst class is: 34. (4) Reactant: Br[C:2]1[CH:3]=[C:4]([CH2:9][N:10]([CH2:19][C:20]2[C:21]([NH:33][CH:34]3[CH2:39][CH2:38][O:37][CH2:36][CH2:35]3)=[C:22]3[CH:30]=[N:29][N:28]([CH2:31][CH3:32])[C:23]3=[N:24][C:25]=2[CH2:26][CH3:27])[C:11]([C:13]2([C:16]([NH2:18])=[O:17])[CH2:15][CH2:14]2)=[O:12])[CH:5]=[CH:6][C:7]=1[CH3:8].[CH3:40][N:41]1[CH2:46][CH2:45][CH:44]([CH2:47][C:48]2[CH:53]=[CH:52][CH:51]=[C:50](B3OC(C)(C)C(C)(C)O3)[CH:49]=2)[CH2:43][CH2:42]1.C([O-])([O-])=O.[Na+].[Na+]. Product: [CH2:31]([N:28]1[C:23]2=[N:24][C:25]([CH2:26][CH3:27])=[C:20]([CH2:19][N:10]([CH2:9][C:4]3[CH:3]=[C:2]([C:52]4[CH:51]=[CH:50][CH:49]=[C:48]([CH2:47][CH:44]5[CH2:45][CH2:46][N:41]([CH3:40])[CH2:42][CH2:43]5)[CH:53]=4)[C:7]([CH3:8])=[CH:6][CH:5]=3)[C:11]([C:13]3([C:16]([NH2:18])=[O:17])[CH2:15][CH2:14]3)=[O:12])[C:21]([NH:33][CH:34]3[CH2:39][CH2:38][O:37][CH2:36][CH2:35]3)=[C:22]2[CH:30]=[N:29]1)[CH3:32]. The catalyst class is: 117. (5) Reactant: [CH3:1][O:2][C:3]1[CH:8]=[CH:7][C:6]([O:9][CH3:10])=[CH:5][C:4]=1[CH2:11][C:12](OCC)=O.[CH3:17][S:18][C:19]1[CH:20]=[C:21]([NH:25][C:26](=[S:29])[NH:27][NH2:28])[CH:22]=[CH:23][CH:24]=1.C[O-].[Na+]. Product: [CH3:1][O:2][C:3]1[CH:8]=[CH:7][C:6]([O:9][CH3:10])=[CH:5][C:4]=1[CH2:11][C:12]1[N:25]([C:21]2[CH:22]=[CH:23][CH:24]=[C:19]([S:18][CH3:17])[CH:20]=2)[C:26](=[S:29])[NH:27][N:28]=1. The catalyst class is: 5.